From a dataset of Reaction yield outcomes from USPTO patents with 853,638 reactions. Predict the reaction yield, written as a fraction of the theoretical maximum amount of product (1.0 means a 100% yield; for example, 0.34 means a 34% yield). (1) The reactants are C([O:3][C:4]([C:6]1[CH:7]=[N:8][C:9]2[C:14]([CH:15]=1)=[C:13]([N:16]1[CH2:21][CH2:20][C:19]([F:23])([F:22])[CH2:18][CH2:17]1)[CH:12]=[N:11][CH:10]=2)=[O:5])C.O1CCOCC1.[OH-].[Li+]. The catalyst is O. The product is [F:23][C:19]1([F:22])[CH2:20][CH2:21][N:16]([C:13]2[CH:12]=[N:11][CH:10]=[C:9]3[C:14]=2[CH:15]=[C:6]([C:4]([OH:5])=[O:3])[CH:7]=[N:8]3)[CH2:17][CH2:18]1. The yield is 0.700. (2) The catalyst is ClCCl. The reactants are [Br:1]N1C(=O)CCC1=O.C1(P(C2C=CC=CC=2)C2C=CC=CC=2)C=CC=CC=1.[CH3:28][Si:29]([CH3:37])([CH3:36])[C:30]#[C:31]/[CH:32]=[CH:33]/[CH2:34]O. The product is [Br:1][CH2:34][CH:33]=[CH:32][C:31]#[C:30][Si:29]([CH3:37])([CH3:36])[CH3:28]. The yield is 0.890. (3) The reactants are [OH:1][CH:2]1[C:11]2[CH:10]=[N:9][CH:8]=[C:7]([C:12]3[CH:19]=[CH:18][C:15]([C:16]#[N:17])=[CH:14][CH:13]=3)[C:6]=2[CH2:5][CH2:4][CH2:3]1.[H-].[Na+].CI.[C:24]([O-])(O)=O.[Na+]. The catalyst is CN(C=O)C. The product is [CH3:24][O:1][CH:2]1[C:11]2[CH:10]=[N:9][CH:8]=[C:7]([C:12]3[CH:13]=[CH:14][C:15]([C:16]#[N:17])=[CH:18][CH:19]=3)[C:6]=2[CH2:5][CH2:4][CH2:3]1. The yield is 0.320. (4) The reactants are [N:1]1([C:8]([CH3:12])([CH3:11])[C:9]#[N:10])[CH2:7][CH2:6][CH2:5][CH2:4][CH2:3][CH2:2]1.[C:13]1([Li])[CH:18]=[CH:17][CH:16]=[CH:15][CH:14]=1.[BH4-].[Na+].CC(N1CCCC1)(C)C(N)C1C=CC=CC=1. The catalyst is C(OCCCC)CCC.C1COCC1.CO. The product is [N:1]1([C:8]([CH3:12])([CH3:11])[CH:9]([NH2:10])[C:13]2[CH:18]=[CH:17][CH:16]=[CH:15][CH:14]=2)[CH2:7][CH2:6][CH2:5][CH2:4][CH2:3][CH2:2]1. The yield is 0.830.